This data is from Full USPTO retrosynthesis dataset with 1.9M reactions from patents (1976-2016). The task is: Predict the reactants needed to synthesize the given product. (1) Given the product [C:22]([O:26][C:27]([N:29]1[CH2:30][CH2:31][CH:32]([O:35][NH:36][C:19]([C:11]2[CH:12]=[C:13]3[CH:18]=[CH:17][N:16]=[CH:15][N:14]3[C:10]=2[NH:9][C:3]2[CH:4]=[CH:5][C:6]([I:8])=[CH:7][C:2]=2[F:1])=[O:21])[CH2:33][CH2:34]1)=[O:28])([CH3:25])([CH3:23])[CH3:24], predict the reactants needed to synthesize it. The reactants are: [F:1][C:2]1[CH:7]=[C:6]([I:8])[CH:5]=[CH:4][C:3]=1[NH:9][C:10]1[N:14]2[CH:15]=[N:16][CH:17]=[CH:18][C:13]2=[CH:12][C:11]=1[C:19]([OH:21])=O.[C:22]([O:26][C:27]([N:29]1[CH2:34][CH2:33][CH:32]([O:35][NH2:36])[CH2:31][CH2:30]1)=[O:28])([CH3:25])([CH3:24])[CH3:23].C1C=CC2N(O)N=NC=2C=1.CCN=C=NCCCN(C)C.Cl.CCN(C(C)C)C(C)C. (2) The reactants are: [NH:1]1[CH2:6][CH2:5][O:4][CH2:3][CH2:2]1.F[C:8]1[CH:13]=[CH:12][CH:11]=[C:10]([N+:14]([O-:16])=[O:15])[CH:9]=1.O. Given the product [N+:14]([C:10]1[CH:9]=[C:8]([N:1]2[CH2:6][CH2:5][O:4][CH2:3][CH2:2]2)[CH:13]=[CH:12][CH:11]=1)([O-:16])=[O:15], predict the reactants needed to synthesize it. (3) Given the product [CH3:1][C:2]1[CH:7]=[C:6]([CH3:8])[N:5]=[C:4]([NH:29][CH2:28][CH2:27][NH:26][C:23]2[CH:22]=[CH:21][C:20]([N+:17]([O-:19])=[O:18])=[CH:25][CH:24]=2)[CH:3]=1, predict the reactants needed to synthesize it. The reactants are: [CH3:1][C:2]1[CH:7]=[C:6]([CH3:8])[N:5]=[C:4](OS(C(F)(F)F)(=O)=O)[CH:3]=1.[N+:17]([C:20]1[CH:25]=[CH:24][C:23]([NH:26][CH2:27][CH2:28][NH2:29])=[CH:22][CH:21]=1)([O-:19])=[O:18]. (4) Given the product [F:18][C:17]([F:20])([F:19])[C:9](=[O:10])[C:8]([C:5]1[CH:6]=[CH:7][C:2]([F:1])=[CH:3][CH:4]=1)=[CH:13][C:12]([OH:11])=[O:14], predict the reactants needed to synthesize it. The reactants are: [F:1][C:2]1[CH:7]=[CH:6][C:5]([C:8]2[C:9]([O:11][C:12](=[O:14])[CH:13]=2)=[O:10])=[CH:4][CH:3]=1.[F-].[Cs+].[C:17]([Si](C)(C)C)([F:20])([F:19])[F:18]. (5) Given the product [F:30][C:31]([F:37])([F:36])[CH2:32][C:33]([NH:4][C@H:5]([C:10]1[N:11]=[C:12]([NH:15][C:16]2[CH:21]=[CH:20][C:19]([N:22]3[CH:26]=[C:25]([CH3:27])[N:24]=[CH:23]3)=[C:18]([O:28][CH3:29])[CH:17]=2)[S:13][CH:14]=1)[CH2:6][CH:7]([CH3:8])[CH3:9])=[O:34], predict the reactants needed to synthesize it. The reactants are: Cl.Cl.Cl.[NH2:4][C@H:5]([C:10]1[N:11]=[C:12]([NH:15][C:16]2[CH:21]=[CH:20][C:19]([N:22]3[CH:26]=[C:25]([CH3:27])[N:24]=[CH:23]3)=[C:18]([O:28][CH3:29])[CH:17]=2)[S:13][CH:14]=1)[CH2:6][CH:7]([CH3:9])[CH3:8].[F:30][C:31]([F:37])([F:36])[CH2:32][C:33](Cl)=[O:34].